This data is from Tyrosyl-DNA phosphodiesterase HTS with 341,365 compounds. The task is: Binary Classification. Given a drug SMILES string, predict its activity (active/inactive) in a high-throughput screening assay against a specified biological target. (1) The compound is O=C(NN\C=C1\C=C(OC)C(=O)C=C1)c1n[nH]c(C2CC2)c1. The result is 0 (inactive). (2) The result is 1 (active). The drug is Brc1c(OCc2ccc(cc2)C(O)=O)c(OCC)cc(c1)/C=C1\NC(=O)NC1=O. (3) The drug is O=C(NC(=O)Nc1nc(ccc1)C)c1ccccc1. The result is 0 (inactive).